From a dataset of Full USPTO retrosynthesis dataset with 1.9M reactions from patents (1976-2016). Predict the reactants needed to synthesize the given product. (1) Given the product [OH:28][CH2:25][C:26]#[C:27][C:2]1[CH:3]=[C:4]([CH:22]=[CH:23][CH:24]=1)[CH2:5][N:6]([C:11]1[CH:16]=[CH:15][CH:14]=[C:13]([C:17]2[NH:21][N:20]=[N:19][N:18]=2)[CH:12]=1)[C:7](=[O:10])[CH2:8][CH3:9], predict the reactants needed to synthesize it. The reactants are: I[C:2]1[CH:3]=[C:4]([CH:22]=[CH:23][CH:24]=1)[CH2:5][N:6]([C:11]1[CH:16]=[CH:15][CH:14]=[C:13]([C:17]2[NH:21][N:20]=[N:19][N:18]=2)[CH:12]=1)[C:7](=[O:10])[CH2:8][CH3:9].[CH2:25]([OH:28])[C:26]#[CH:27]. (2) Given the product [CH3:37][N:3]1[CH2:4][CH2:5][CH2:6][C:7]2[O:11][C:10]3[CH:12]=[C:13]([N:16]4[CH:21]=[CH:20][C:19]([O:22][CH2:23][C:24]5[CH:25]=[N:26][C:27]([C:30]([F:32])([F:33])[F:31])=[CH:28][CH:29]=5)=[CH:18][C:17]4=[O:34])[CH:14]=[CH:15][C:9]=3[C:8]=2[CH2:2]1, predict the reactants needed to synthesize it. The reactants are: Cl.[CH2:2]1[C:8]2[C:9]3[CH:15]=[CH:14][C:13]([N:16]4[CH:21]=[CH:20][C:19]([O:22][CH2:23][C:24]5[CH:25]=[N:26][C:27]([C:30]([F:33])([F:32])[F:31])=[CH:28][CH:29]=5)=[CH:18][C:17]4=[O:34])=[CH:12][C:10]=3[O:11][C:7]=2[CH2:6][CH2:5][CH2:4][NH:3]1.C=O.[C:37](O[BH-](OC(=O)C)OC(=O)C)(=O)C.[Na+]. (3) Given the product [CH2:14]([N:11]1[CH2:12][CH:13]=[C:8]([C:5]2[CH:6]=[CH:7][C:2]([C:26]([O:27][CH2:28][CH3:29])=[O:30])=[CH:3][CH:4]=2)[CH2:9][CH2:10]1)[C:15]1[CH:20]=[CH:19][CH:18]=[CH:17][CH:16]=1, predict the reactants needed to synthesize it. The reactants are: Br[C:2]1[CH:7]=[CH:6][C:5]([C:8]2[CH2:9][CH2:10][N:11]([CH2:14][C:15]3[CH:20]=[CH:19][CH:18]=[CH:17][CH:16]=3)[CH2:12][CH:13]=2)=[CH:4][CH:3]=1.C([Li])CCC.[C:26](=O)([O:30]CC)[O:27][CH2:28][CH3:29].O. (4) Given the product [NH:8]1[C:16]2[C:11](=[CH:12][C:13]([C:17]([OH:19])=[O:18])=[CH:14][CH:15]=2)[CH2:10][CH2:9]1, predict the reactants needed to synthesize it. The reactants are: ClC1N=CN=C([N:8]2[C:16]3[C:11](=[CH:12][C:13]([C:17]([OH:19])=[O:18])=[CH:14][CH:15]=3)[CH2:10][CH2:9]2)C=1.C(OC(N1CCC(O)CC1)=O)(C)C.C[Si]([N-][Si](C)(C)C)(C)C.[Na+].O1CCCC1. (5) Given the product [Si:1]([O:8][C:9]1([CH2:12][OH:13])[CH2:10][CH2:11]1)([C:4]([CH3:7])([CH3:6])[CH3:5])([CH3:3])[CH3:2], predict the reactants needed to synthesize it. The reactants are: [Si:1]([O:8][C:9]1([C:12](OC)=[O:13])[CH2:11][CH2:10]1)([C:4]([CH3:7])([CH3:6])[CH3:5])([CH3:3])[CH3:2].[H-].C([Al+]CC(C)C)C(C)C.O. (6) Given the product [CH2:1]([N:8]([CH2:21][C:22](=[O:24])[CH3:23])[CH2:9][C:10]([O:12][CH2:13][CH3:14])=[O:11])[C:2]1[CH:7]=[CH:6][CH:5]=[CH:4][CH:3]=1, predict the reactants needed to synthesize it. The reactants are: [CH2:1]([NH:8][CH2:9][C:10]([O:12][CH2:13][CH3:14])=[O:11])[C:2]1[CH:7]=[CH:6][CH:5]=[CH:4][CH:3]=1.C([O-])(O)=O.[Na+].Cl[CH2:21][C:22](=[O:24])[CH3:23]. (7) The reactants are: Cl[C:2]1[N:7]=[N:6][C:5]([CH2:8][N:9]2[C:18]3[C:13](=[CH:14][CH:15]=[CH:16][C:17]=3[F:19])[C:12](=[O:20])[C:11]([C:21]([OH:23])=[O:22])=[CH:10]2)=[CH:4][CH:3]=1.[CH3:24][S-:25].[Na+]. Given the product [F:19][C:17]1[CH:16]=[CH:15][CH:14]=[C:13]2[C:18]=1[N:9]([CH2:8][C:5]1[N:6]=[N:7][C:2]([S:25][CH3:24])=[CH:3][CH:4]=1)[CH:10]=[C:11]([C:21]([OH:23])=[O:22])[C:12]2=[O:20], predict the reactants needed to synthesize it. (8) The reactants are: [Na].[C:2]([O:9][CH2:10][CH3:11])(=[O:8])[C:3]([O:5]CC)=O.[CH3:12][O:13][C:14]1[CH:15]=[C:16]([CH2:22][CH2:23][C:24](=[O:26])[CH3:25])[CH:17]=[C:18]([O:20][CH3:21])[CH:19]=1.CCCCCCC.C(OCC)(=O)C. Given the product [CH2:10]([O:9][C:2](=[O:8])[C:3](=[O:5])[CH2:25][C:24](=[O:26])[CH2:23][CH2:22][C:16]1[CH:17]=[C:18]([O:20][CH3:21])[CH:19]=[C:14]([O:13][CH3:12])[CH:15]=1)[CH3:11], predict the reactants needed to synthesize it.